This data is from NCI-60 drug combinations with 297,098 pairs across 59 cell lines. The task is: Regression. Given two drug SMILES strings and cell line genomic features, predict the synergy score measuring deviation from expected non-interaction effect. (1) Drug 1: C1=CC(=CC=C1CCC2=CNC3=C2C(=O)NC(=N3)N)C(=O)NC(CCC(=O)O)C(=O)O. Cell line: SK-OV-3. Synergy scores: CSS=47.7, Synergy_ZIP=5.52, Synergy_Bliss=4.61, Synergy_Loewe=-20.0, Synergy_HSA=2.60. Drug 2: C1CNP(=O)(OC1)N(CCCl)CCCl. (2) Drug 1: CN(C)N=NC1=C(NC=N1)C(=O)N. Drug 2: N.N.Cl[Pt+2]Cl. Cell line: UO-31. Synergy scores: CSS=16.9, Synergy_ZIP=-5.73, Synergy_Bliss=2.76, Synergy_Loewe=4.39, Synergy_HSA=4.56. (3) Drug 1: CC1C(C(CC(O1)OC2CC(CC3=C2C(=C4C(=C3O)C(=O)C5=C(C4=O)C(=CC=C5)OC)O)(C(=O)C)O)N)O.Cl. Drug 2: CC1CCCC2(C(O2)CC(NC(=O)CC(C(C(=O)C(C1O)C)(C)C)O)C(=CC3=CSC(=N3)C)C)C. Cell line: DU-145. Synergy scores: CSS=7.42, Synergy_ZIP=-3.79, Synergy_Bliss=1.19, Synergy_Loewe=-1.11, Synergy_HSA=-0.706. (4) Drug 1: C1C(C(OC1N2C=C(C(=O)NC2=O)F)CO)O. Drug 2: CCN(CC)CCCC(C)NC1=C2C=C(C=CC2=NC3=C1C=CC(=C3)Cl)OC. Cell line: SF-295. Synergy scores: CSS=7.82, Synergy_ZIP=-2.53, Synergy_Bliss=3.47, Synergy_Loewe=-25.9, Synergy_HSA=0.393. (5) Drug 1: CC12CCC3C(C1CCC2=O)CC(=C)C4=CC(=O)C=CC34C. Drug 2: CCC1(C2=C(COC1=O)C(=O)N3CC4=CC5=C(C=CC(=C5CN(C)C)O)N=C4C3=C2)O.Cl. Cell line: MDA-MB-435. Synergy scores: CSS=48.2, Synergy_ZIP=2.46, Synergy_Bliss=4.01, Synergy_Loewe=-39.6, Synergy_HSA=3.76. (6) Drug 1: C1CN(P(=O)(OC1)NCCCl)CCCl. Drug 2: CC1CCCC2(C(O2)CC(NC(=O)CC(C(C(=O)C(C1O)C)(C)C)O)C(=CC3=CSC(=N3)C)C)C. Cell line: SK-MEL-2. Synergy scores: CSS=61.5, Synergy_ZIP=4.95, Synergy_Bliss=4.79, Synergy_Loewe=-9.55, Synergy_HSA=4.85. (7) Drug 1: COCCOC1=C(C=C2C(=C1)C(=NC=N2)NC3=CC=CC(=C3)C#C)OCCOC.Cl. Drug 2: B(C(CC(C)C)NC(=O)C(CC1=CC=CC=C1)NC(=O)C2=NC=CN=C2)(O)O. Cell line: HOP-92. Synergy scores: CSS=55.8, Synergy_ZIP=-0.368, Synergy_Bliss=-1.95, Synergy_Loewe=-40.7, Synergy_HSA=-0.389. (8) Drug 1: CC1C(C(=O)NC(C(=O)N2CCCC2C(=O)N(CC(=O)N(C(C(=O)O1)C(C)C)C)C)C(C)C)NC(=O)C3=C4C(=C(C=C3)C)OC5=C(C(=O)C(=C(C5=N4)C(=O)NC6C(OC(=O)C(N(C(=O)CN(C(=O)C7CCCN7C(=O)C(NC6=O)C(C)C)C)C)C(C)C)C)N)C. Drug 2: CCN(CC)CCNC(=O)C1=C(NC(=C1C)C=C2C3=C(C=CC(=C3)F)NC2=O)C. Cell line: ACHN. Synergy scores: CSS=4.10, Synergy_ZIP=-0.989, Synergy_Bliss=3.74, Synergy_Loewe=2.81, Synergy_HSA=3.05. (9) Drug 1: CNC(=O)C1=CC=CC=C1SC2=CC3=C(C=C2)C(=NN3)C=CC4=CC=CC=N4. Drug 2: C1CC(C1)(C(=O)O)C(=O)O.[NH2-].[NH2-].[Pt+2]. Cell line: BT-549. Synergy scores: CSS=18.5, Synergy_ZIP=-3.07, Synergy_Bliss=8.76, Synergy_Loewe=5.83, Synergy_HSA=7.01.